From a dataset of Catalyst prediction with 721,799 reactions and 888 catalyst types from USPTO. Predict which catalyst facilitates the given reaction. Reactant: [Br:1]Br.C([O-])(=O)C.C([O-])(=O)C.C([O-])(=O)C.C([O-])(=O)C.[Pb+4].[CH3:20][C:21]1[CH:22]=[N+:23]([O-:28])[CH:24]=[C:25]([CH3:27])[CH:26]=1.[OH-].[Na+]. Product: [Br:1][C:26]1[C:25]([CH3:27])=[CH:24][N+:23]([O-:28])=[CH:22][C:21]=1[CH3:20]. The catalyst class is: 15.